Dataset: Catalyst prediction with 721,799 reactions and 888 catalyst types from USPTO. Task: Predict which catalyst facilitates the given reaction. (1) Reactant: [O:1]=[C:2]1[C:10]2[S:9][C:8]([NH:11][C:12](=[O:14])[CH3:13])=[N:7][C:6]=2[CH2:5][CH2:4][CH2:3]1.[Br:15]Br. Product: [Br:15][CH:3]1[CH2:4][CH2:5][C:6]2[N:7]=[C:8]([NH:11][C:12](=[O:14])[CH3:13])[S:9][C:10]=2[C:2]1=[O:1]. The catalyst class is: 52. (2) Reactant: Br[C:2]1[CH:10]=[CH:9][C:8]([Br:11])=[CH:7][C:3]=1[C:4]([OH:6])=[O:5].[OH:12][C:13]1[CH:14]=[CH:15][C:16]([Cl:19])=[N:17][CH:18]=1.C(=O)([O-])[O-].[Cs+].[Cs+].C1(C)C=CC=CC=1. Product: [Br:11][C:8]1[CH:9]=[CH:10][C:2]([O:12][C:13]2[CH:18]=[N:17][C:16]([Cl:19])=[CH:15][CH:14]=2)=[C:3]([CH:7]=1)[C:4]([OH:6])=[O:5]. The catalyst class is: 25. (3) Reactant: [NH2:1][C:2]1[C:3]2[N:4]([C:8]([C@@H:12]3[CH2:17][CH2:16][CH2:15][N:14](C(OCC4C=CC=CC=4)=O)[CH2:13]3)=[N:9][C:10]=2[Br:11])[CH:5]=[CH:6][N:7]=1.[Si](I)(C)(C)C. Product: [Br:11][C:10]1[N:9]=[C:8]([C@@H:12]2[CH2:17][CH2:16][CH2:15][NH:14][CH2:13]2)[N:4]2[CH:5]=[CH:6][N:7]=[C:2]([NH2:1])[C:3]=12. The catalyst class is: 2. (4) Reactant: [Cl-].O[NH3+:3].[C:4](=[O:7])([O-])[OH:5].[Na+].CS(C)=O.[Si]([O:20][CH:21]1[CH2:26][O:25][C:24]2([CH2:31][CH2:30][CH:29]([N:32]3[C:37](=[O:38])[C:36]([CH2:39][C:40]4[CH:45]=[CH:44][C:43]([C:46]5[C:47]([C:52]#[N:53])=[CH:48][CH:49]=[CH:50][CH:51]=5)=[CH:42][CH:41]=4)=[C:35]([CH2:54][CH2:55][CH3:56])[N:34]4[N:57]=[CH:58][N:59]=[C:33]34)[CH2:28][CH2:27]2)[O:23][CH2:22]1)(C(C)(C)C)(C)C. Product: [OH:20][CH:21]1[CH2:26][O:25][C:24]2([CH2:27][CH2:28][CH:29]([N:32]3[C:37](=[O:38])[C:36]([CH2:39][C:40]4[CH:41]=[CH:42][C:43]([C:46]5[CH:51]=[CH:50][CH:49]=[CH:48][C:47]=5[C:52]5[NH:3][C:4](=[O:7])[O:5][N:53]=5)=[CH:44][CH:45]=4)=[C:35]([CH2:54][CH2:55][CH3:56])[N:34]4[N:57]=[CH:58][N:59]=[C:33]34)[CH2:30][CH2:31]2)[O:23][CH2:22]1. The catalyst class is: 69. (5) Reactant: [CH3:1][C:2]1[CH:7]=[CH:6][N:5]=[C:4]([NH:8][C@@H:9]2[CH2:14][CH2:13][CH2:12][N:11](C(OC(C)(C)C)=O)[CH2:10]2)[CH:3]=1.[ClH:22]. Product: [ClH:22].[ClH:22].[CH3:1][C:2]1[CH:7]=[CH:6][N:5]=[C:4]([NH:8][C@@H:9]2[CH2:14][CH2:13][CH2:12][NH:11][CH2:10]2)[CH:3]=1. The catalyst class is: 5. (6) Reactant: [Cl:1][C:2]1[CH:7]=[CH:6][C:5]([C:8]2[C:14]3[CH:15]=[C:16]([O:19][CH3:20])[CH:17]=[CH:18][C:13]=3[N:12]3[C:21]([CH3:24])=[N:22][N:23]=[C:11]3[C@H:10]([CH2:25][C:26](O)=[O:27])[N:9]=2)=[CH:4][CH:3]=1.CCN=C=NCCCN(C)C.C1C=CC2N(O)N=NC=2C=1.[NH2:50][CH2:51][CH2:52][O:53][CH2:54][CH2:55][O:56][C:57]1[CH:58]=[CH:59][C:60]2[N:66]3[C:67]([CH3:70])=[N:68][N:69]=[C:65]3[C@H:64]([CH2:71][C:72]([NH:74][CH2:75][CH3:76])=[O:73])[N:63]=[C:62]([C:77]3[CH:82]=[CH:81][C:80]([Cl:83])=[CH:79][CH:78]=3)[C:61]=2[CH:84]=1. The catalyst class is: 64. Product: [Cl:83][C:80]1[CH:79]=[CH:78][C:77]([C:62]2[C:61]3[CH:84]=[C:57]([O:56][CH2:55][CH2:54][O:53][CH2:52][CH2:51][NH:50][C:26](=[O:27])[CH2:25][C@@H:10]4[N:9]=[C:8]([C:5]5[CH:6]=[CH:7][C:2]([Cl:1])=[CH:3][CH:4]=5)[C:14]5[CH:15]=[C:16]([O:19][CH3:20])[CH:17]=[CH:18][C:13]=5[N:12]5[C:21]([CH3:24])=[N:22][N:23]=[C:11]45)[CH:58]=[CH:59][C:60]=3[N:66]3[C:67]([CH3:70])=[N:68][N:69]=[C:65]3[C@H:64]([CH2:71][C:72]([NH:74][CH2:75][CH3:76])=[O:73])[N:63]=2)=[CH:82][CH:81]=1. (7) Reactant: CO.[Na].[CH3:4][C:5]1[C:14]2[C:9](=[C:10]([OH:15])[CH:11]=[CH:12][CH:13]=2)[N:8]=[CH:7][CH:6]=1.[C:16](=[O:18])=[O:17]. Product: [OH:15][C:10]1[C:11]([C:16]([OH:18])=[O:17])=[CH:12][CH:13]=[C:14]2[C:9]=1[N:8]=[CH:7][CH:6]=[C:5]2[CH3:4]. The catalyst class is: 6. (8) Reactant: Cl[C:2]1[CH2:7][CH2:6][CH2:5][C:4](=[O:8])[CH:3]=1.[C:9]1([OH:15])[CH:14]=[CH:13][CH:12]=[CH:11][CH:10]=1.C([O-])([O-])=O.[K+].[K+]. Product: [O:8]([C:11]1[CH2:12][CH2:13][CH2:14][C:9](=[O:15])[CH:10]=1)[C:4]1[CH:5]=[CH:6][CH:7]=[CH:2][CH:3]=1. The catalyst class is: 21.